Dataset: Forward reaction prediction with 1.9M reactions from USPTO patents (1976-2016). Task: Predict the product of the given reaction. (1) Given the reactants Br[C:2]1(C(O)=O)[NH:6][CH:5]=[CH:4][S:3]1.[NH:10]1[CH2:15][CH2:14][NH:13][CH2:12][CH2:11]1.[C:16]([O-])([O-:18])=[O:17].[K+].[K+], predict the reaction product. The product is: [N:10]1([C:2]2[S:3][C:4]([C:16]([OH:18])=[O:17])=[CH:5][N:6]=2)[CH2:15][CH2:14][NH:13][CH2:12][CH2:11]1. (2) Given the reactants [ClH:1].[N:2]12[CH2:9][CH2:8][CH:5]([CH2:6][CH2:7]1)[C@@H:4]([NH:10][C:11]([C:13]1[S:14][C:15]3[C:21](Br)=[CH:20][CH:19]=[CH:18][C:16]=3[CH:17]=1)=[O:12])[CH2:3]2.[C:23]([C:26]1[CH:27]=[C:28](B(O)O)[CH:29]=[CH:30][CH:31]=1)([OH:25])=[O:24].C(=O)([O-])[O-].[Na+].[Na+], predict the reaction product. The product is: [ClH:1].[N:2]12[CH2:9][CH2:8][CH:5]([CH2:6][CH2:7]1)[C@@H:4]([NH:10][C:11]([C:13]1[S:14][C:15]3[C:21]([C:30]4[CH:31]=[C:26]([CH:27]=[CH:28][CH:29]=4)[C:23]([OH:25])=[O:24])=[CH:20][CH:19]=[CH:18][C:16]=3[CH:17]=1)=[O:12])[CH2:3]2. (3) Given the reactants [CH3:1][O:2][C:3]([C@H:5]1[C@@H:12]([O:13][C:14]([C:16]2[CH:21]=[CH:20][CH:19]=[CH:18][CH:17]=2)=[O:15])[CH2:11][C@H:9]2[NH:10][C@@H:6]1[CH2:7][CH2:8]2)=[O:4].[C:22]1(=[O:28])[O:27][C:25](=[O:26])[CH2:24][CH2:23]1, predict the reaction product. The product is: [CH3:22][N:10]1[C@H:6]2[C@@H:5]([C:3]([O:2][CH3:1])=[O:4])[C@@H:12]([O:13][C:14]([C:16]3[CH:17]=[CH:18][CH:19]=[CH:20][CH:21]=3)=[O:15])[CH2:11][C@@H:9]1[CH2:8][CH2:7]2.[C:22]([OH:27])(=[O:28])[CH2:23][CH2:24][C:25]([OH:2])=[O:26]. (4) Given the reactants [F:1][C:2]1[CH:3]=[CH:4][C:5]2[N:6]([CH:8]=[C:9]([C:11]([NH:13][C@H:14]3[CH2:19][CH2:18][C@@H:17]([N:20]4[C:25](=[O:26])[C:24]5[CH:27]=[C:28]([F:31])[CH:29]=[N:30][C:23]=5[N:22]([C:32]5[CH:33]=[C:34]([C:38]6[CH:43]=[CH:42][C:41]([CH:44]=O)=[CH:40][CH:39]=6)[CH:35]=[CH:36][CH:37]=5)[C:21]4=[O:46])[CH2:16][CH2:15]3)=[O:12])[N:10]=2)[CH:7]=1.[CH3:47][N:48]([CH:56]1[CH2:61][CH2:60][NH:59][CH2:58][CH2:57]1)C(=O)OC(C)(C)C.C(O[BH-](OC(=O)C)OC(=O)C)(=O)C.[Na+], predict the reaction product. The product is: [F:1][C:2]1[CH:3]=[CH:4][C:5]2[N:6]([CH:8]=[C:9]([C:11]([NH:13][C@H:14]3[CH2:15][CH2:16][C@@H:17]([N:20]4[C:25](=[O:26])[C:24]5[CH:27]=[C:28]([F:31])[CH:29]=[N:30][C:23]=5[N:22]([C:32]5[CH:33]=[C:34]([C:38]6[CH:39]=[CH:40][C:41]([CH2:44][N:59]7[CH2:60][CH2:61][CH:56]([NH:48][CH3:47])[CH2:57][CH2:58]7)=[CH:42][CH:43]=6)[CH:35]=[CH:36][CH:37]=5)[C:21]4=[O:46])[CH2:18][CH2:19]3)=[O:12])[N:10]=2)[CH:7]=1. (5) Given the reactants [C:18]1(P([C:14]2[CH:19]=[CH:18][CH:17]=[CH:16]C=2)[C:18]2[CH:19]=[CH:14]C=[CH:16][CH:17]=2)[CH:19]=[CH:14]C=[CH:16][CH:17]=1.C1(O)CCCC1.[CH3:26][C:27]1([CH3:45])[O:31][N:30]=[C:29]([S:32][CH2:33][C:34]2[C:35]([C:41]([F:44])([F:43])[F:42])=[N:36][N:37]([CH3:40])[C:38]=2[OH:39])[CH2:28]1.N(C(OCC)=O)=NC(OCC)=O, predict the reaction product. The product is: [CH:14]1([O:39][C:38]2[N:37]([CH3:40])[N:36]=[C:35]([C:41]([F:42])([F:43])[F:44])[C:34]=2[CH2:33][S:32][C:29]2[CH2:28][C:27]([CH3:45])([CH3:26])[O:31][N:30]=2)[CH2:19][CH2:18][CH2:17][CH2:16]1. (6) Given the reactants Cl[CH2:2][C:3]1[C:4]([CH3:9])=[N:5][O:6][C:7]=1[CH3:8].[NH3:10], predict the reaction product. The product is: [NH2:10][CH2:2][C:3]1[C:4]([CH3:9])=[N:5][O:6][C:7]=1[CH3:8]. (7) Given the reactants CCCC[N+](CCCC)(CCCC)CCCC.[F-].C([SiH2][O:24][C:25](C)(C)[C:26]1[CH:27]=[C:28]([CH:34]=[CH:35][C:36]=1[Cl:37])[CH2:29][NH:30][C:31](=[O:33])[CH3:32])(C)(C)C.CCOC(C)=O, predict the reaction product. The product is: [Cl:37][C:36]1[CH:35]=[CH:34][C:28]([CH2:29][NH:30][C:31](=[O:33])[CH3:32])=[CH:27][C:26]=1[CH2:25][OH:24]. (8) Given the reactants CN(C=O)C.[Br-].[Br:7][C:8]1[CH:9]=[C:10]([CH:13]=[CH:14][CH:15]=1)[CH2:11][Zn+].[Cl:16][CH:17]([CH3:21])[C:18](Cl)=[O:19], predict the reaction product. The product is: [Br:7][C:8]1[CH:9]=[C:10]([CH2:11][C:18](=[O:19])[CH:17]([Cl:16])[CH3:21])[CH:13]=[CH:14][CH:15]=1. (9) Given the reactants C(OC([O:6][CH2:7][C@@H:8]1[NH:12][C:11](=[O:13])[CH2:10][CH2:9]1)C)C.[I-].[K+].[H-].[Na+].Cl[CH2:19][CH2:20][S:21][CH2:22][CH2:23][CH2:24][C:25]([O:27][CH3:28])=[O:26].O.C1(C)C=CC(S(O)(=O)=O)=CC=1.C(=O)(O)[O-].[Na+], predict the reaction product. The product is: [OH:6][CH2:7][C@@H:8]1[N:12]([CH2:19][CH2:20][S:21][CH2:22][CH2:23][CH2:24][C:25]([O:27][CH3:28])=[O:26])[C:11](=[O:13])[CH2:10][CH2:9]1.